From a dataset of Forward reaction prediction with 1.9M reactions from USPTO patents (1976-2016). Predict the product of the given reaction. (1) Given the reactants [CH3:1][CH:2]1[C:7]2[NH:8][C:9]3[C:14]([C:6]=2[CH2:5][CH2:4][N:3]1[CH3:16])=[CH:13][C:12]([CH3:15])=[CH:11][CH:10]=3.[H-].[Na+].[O:19]1[CH2:21][CH:20]1[C:22]1[CH:27]=[CH:26][N:25]=[CH:24][CH:23]=1, predict the reaction product. The product is: [N:25]1[CH:26]=[CH:27][C:22]([CH:20]([OH:19])[CH2:21][N:8]2[C:9]3[C:14](=[CH:13][C:12]([CH3:15])=[CH:11][CH:10]=3)[C:6]3[CH2:5][CH2:4][N:3]([CH3:16])[CH:2]([CH3:1])[C:7]2=3)=[CH:23][CH:24]=1. (2) Given the reactants [CH3:1][N:2]([CH3:26])[C:3]([C:5]1[C:15]([CH2:16][CH2:17][C:18](=[O:24])[C:19]2[S:20][CH:21]=[CH:22][CH:23]=2)=[C:14]([OH:25])[C:8]2[N:9]=[C:10]([CH3:13])[N:11]([CH3:12])[C:7]=2[CH:6]=1)=[O:4].CC([O-])(C)C.[K+], predict the reaction product. The product is: [CH3:26][N:2]([CH3:1])[C:3]([C:5]1[C:15]([CH2:16][CH2:17][C@@H:18]([OH:24])[C:19]2[S:20][CH:21]=[CH:22][CH:23]=2)=[C:14]([OH:25])[C:8]2[N:9]=[C:10]([CH3:13])[N:11]([CH3:12])[C:7]=2[CH:6]=1)=[O:4]. (3) Given the reactants N[C:2]1[N:11]=[C:10]([C:12]2[CH:21]=[C:20]([CH3:22])[C:15]([O:16][CH2:17][CH2:18][OH:19])=[C:14]([CH3:23])[CH:13]=2)[CH:9]=[C:8]2[C:3]=1[C:4]([O:26][CH3:27])=[CH:5][C:6]([O:24][CH3:25])=[N:7]2.N([O-])=[O:29].[Na+], predict the reaction product. The product is: [OH:19][CH2:18][CH2:17][O:16][C:15]1[C:20]([CH3:22])=[CH:21][C:12]([C:10]2[NH:11][C:2](=[O:29])[C:3]3[C:4]([O:26][CH3:27])=[CH:5][C:6]([O:24][CH3:25])=[N:7][C:8]=3[CH:9]=2)=[CH:13][C:14]=1[CH3:23]. (4) Given the reactants Br[C:2]1[N:6]2[N:7]=[CH:8][C:9]([C:11]([F:14])([F:13])[F:12])=[N:10][C:5]2=[N:4][CH:3]=1.[C:15]([C:17]1[CH:22]=[CH:21][CH:20]=[CH:19][C:18]=1[C:23]1[CH:28]=[CH:27][CH:26]=[C:25](B(O)O)[C:24]=1[F:32])#[N:16], predict the reaction product. The product is: [F:32][C:24]1[C:25]([C:2]2[N:6]3[N:7]=[CH:8][C:9]([C:11]([F:14])([F:13])[F:12])=[N:10][C:5]3=[N:4][CH:3]=2)=[CH:26][CH:27]=[CH:28][C:23]=1[C:18]1[C:17]([C:15]#[N:16])=[CH:22][CH:21]=[CH:20][CH:19]=1. (5) Given the reactants C(N(CC)CC)C.FC(F)(F)S([O:13][Si:14]([C:17]([CH3:20])([CH3:19])[CH3:18])([CH3:16])[CH3:15])(=O)=O.[Br:23][C:24]1[C:25]([CH3:36])=[C:26]([CH3:35])[C:27]2[O:31][CH2:30][C:29](=O)[C:28]=2[C:33]=1[CH3:34].O.C(=O)(O)[O-].[Na+], predict the reaction product. The product is: [Br:23][C:24]1[C:25]([CH3:36])=[C:26]([CH3:35])[C:27]2[O:31][CH:30]=[C:29]([O:13][Si:14]([C:17]([CH3:20])([CH3:19])[CH3:18])([CH3:16])[CH3:15])[C:28]=2[C:33]=1[CH3:34]. (6) Given the reactants [OH:1][C@@H:2]([CH2:6][CH:7]([CH3:9])[CH3:8])[C:3]([OH:5])=[O:4].[CH3:10]O, predict the reaction product. The product is: [OH:1][C@@H:2]([CH2:6][CH:7]([CH3:9])[CH3:8])[C:3]([O:5][CH3:10])=[O:4]. (7) Given the reactants C(Cl)(=O)[CH2:2][CH2:3][CH2:4][CH2:5][CH2:6][CH2:7][CH2:8][CH2:9][CH3:10].[N-]=[N+]=[N-].[Na+].[N-:17]=[N+]=[N-].C1(C)C=CC=CC=1.C[C:28](C)=[O:29], predict the reaction product. The product is: [CH2:2]([N:17]=[C:28]=[O:29])[CH2:3][CH2:4][CH2:5][CH2:6][CH2:7][CH2:8][CH2:9][CH3:10]. (8) Given the reactants [CH3:1][C:2]([O:5][C:6]([N:8]1[CH2:13][CH2:12][O:11][CH:10]([C:14]([OH:16])=O)[CH2:9]1)=[O:7])([CH3:4])[CH3:3].[CH3:17][NH:18][CH2:19][C:20]1[CH:21]=[CH:22][C:23]2[S:24][CH2:25][C:26](=[O:30])[NH:27][C:28]=2[N:29]=1.CN(C)CCCN=C=NCC.ON1C2C=CC=CC=2N=N1, predict the reaction product. The product is: [CH3:17][N:18]([CH2:19][C:20]1[CH:21]=[CH:22][C:23]2[S:24][CH2:25][C:26](=[O:30])[NH:27][C:28]=2[N:29]=1)[C:14]([CH:10]1[O:11][CH2:12][CH2:13][N:8]([C:6]([O:5][C:2]([CH3:1])([CH3:3])[CH3:4])=[O:7])[CH2:9]1)=[O:16]. (9) Given the reactants [OH-].[Na+].[Cl:3][C:4]1[NH:5][C:6]2[CH:11]=[C:10](Cl)[N:9]=[CH:8][C:7]=2[N:13]=1.[CH2:14]([OH:21])[C:15]1[CH:20]=[CH:19][CH:18]=[CH:17][CH:16]=1, predict the reaction product. The product is: [CH2:14]([O:21][C:10]1[N:9]=[CH:8][C:7]2[N:13]=[C:4]([Cl:3])[NH:5][C:6]=2[CH:11]=1)[C:15]1[CH:20]=[CH:19][CH:18]=[CH:17][CH:16]=1. (10) Given the reactants [F:1][C:2]1[CH:7]=[C:6]([N+:8]([O-])=O)[CH:5]=[CH:4][C:3]=1[N:11]1[CH2:16][CH2:15][CH2:14][CH2:13][CH2:12]1, predict the reaction product. The product is: [F:1][C:2]1[CH:7]=[C:6]([CH:5]=[CH:4][C:3]=1[N:11]1[CH2:16][CH2:15][CH2:14][CH2:13][CH2:12]1)[NH2:8].